Task: Regression. Given a peptide amino acid sequence and an MHC pseudo amino acid sequence, predict their binding affinity value. This is MHC class I binding data.. Dataset: Peptide-MHC class I binding affinity with 185,985 pairs from IEDB/IMGT (1) The peptide sequence is QPMEHKYSW. The MHC is HLA-B07:02 with pseudo-sequence HLA-B07:02. The binding affinity (normalized) is 0.542. (2) The peptide sequence is IPRNRDNLL. The MHC is HLA-A25:01 with pseudo-sequence HLA-A25:01. The binding affinity (normalized) is 0.0847. (3) The peptide sequence is FFSYLMKDK. The MHC is HLA-A11:01 with pseudo-sequence HLA-A11:01. The binding affinity (normalized) is 0.150. (4) The peptide sequence is ILSDIISAEK. The MHC is HLA-A33:01 with pseudo-sequence HLA-A33:01. The binding affinity (normalized) is 0.332. (5) The peptide sequence is VYFSPWFFL. The MHC is HLA-B40:01 with pseudo-sequence HLA-B40:01. The binding affinity (normalized) is 0.0847.